This data is from Full USPTO retrosynthesis dataset with 1.9M reactions from patents (1976-2016). The task is: Predict the reactants needed to synthesize the given product. Given the product [CH2:34]([O:36][CH2:37][C@H:38]1[C@H:40]([CH:41]=[O:42])[C@:39]1([CH3:59])[C:45]1[CH:54]=[CH:53][C:52]2[C:51]([CH3:56])([CH3:55])[CH2:50][CH2:49][C:48]([CH3:58])([CH3:57])[C:47]=2[CH:46]=1)[CH3:28], predict the reactants needed to synthesize it. The reactants are: COC[C@@H]1[C@H](C=O)[C@]1(C)C1C=CC2C(C)(C)CCC(C)(C)C=2C=1.CC12C(C)(C)[C:28]([C:34]([O:36][CH2:37][C@H:38]3[C@H:40]([CH2:41][O:42]CC)[C@@:39]3([CH3:59])[C:45]3[CH:54]=[CH:53][C:52]4[C:51]([CH3:56])([CH3:55])[CH2:50][CH2:49][C:48]([CH3:58])([CH3:57])[C:47]=4[CH:46]=3)=O)(CC1)OC2=O.